Dataset: CYP3A4 inhibition data for predicting drug metabolism from PubChem BioAssay. Task: Regression/Classification. Given a drug SMILES string, predict its absorption, distribution, metabolism, or excretion properties. Task type varies by dataset: regression for continuous measurements (e.g., permeability, clearance, half-life) or binary classification for categorical outcomes (e.g., BBB penetration, CYP inhibition). Dataset: cyp3a4_veith. (1) The compound is CCc1ccc2nc(Nc3nc(COC)cc(=O)[nH]3)nc(C)c2c1. The result is 1 (inhibitor). (2) The drug is O=C1NCN(c2ccccc2)C12CCN(CCCOc1ccc(F)cc1)CC2. The result is 0 (non-inhibitor). (3) The molecule is CCOC(=O)C1CCN(C(=O)C2CCN(S(=O)(=O)N3CCCC3)CC2)CC1. The result is 0 (non-inhibitor). (4) The drug is COc1ccc(CO/N=C/c2c(C)[nH]c(=O)[nH]c2=O)cc1. The result is 0 (non-inhibitor).